The task is: Regression. Given a peptide amino acid sequence and an MHC pseudo amino acid sequence, predict their binding affinity value. This is MHC class II binding data.. This data is from Peptide-MHC class II binding affinity with 134,281 pairs from IEDB. The MHC is DRB4_0101 with pseudo-sequence DRB4_0103. The peptide sequence is TKQQVFIQSEDPPVL. The binding affinity (normalized) is 0.862.